From a dataset of Full USPTO retrosynthesis dataset with 1.9M reactions from patents (1976-2016). Predict the reactants needed to synthesize the given product. (1) Given the product [CH3:8][O:9][C:10]([C:12]1[S:13][CH:14]=[CH:15][C:16]=1[NH:17][CH:1]=[O:3])=[O:11], predict the reactants needed to synthesize it. The reactants are: [C:1](OC(=O)C)(=[O:3])C.[CH3:8][O:9][C:10]([C:12]1[S:13][CH:14]=[CH:15][C:16]=1[NH2:17])=[O:11]. (2) Given the product [ClH:44].[NH2:8][C@H:9]([C:11]1[CH:12]=[CH:13][C:14]([NH:17]/[C:18](=[C:25]2\[C:26](=[O:37])[NH:27][C:28]3[C:33]\2=[CH:32][C:31]([N+:34]([O-:36])=[O:35])=[CH:30][CH:29]=3)/[C:19]2[CH:24]=[CH:23][CH:22]=[CH:21][CH:20]=2)=[CH:15][CH:16]=1)[CH3:10], predict the reactants needed to synthesize it. The reactants are: C(OC([NH:8][C@H:9]([C:11]1[CH:16]=[CH:15][C:14]([NH:17]/[C:18](=[C:25]2\[C:26](=[O:37])[NH:27][C:28]3[C:33]\2=[CH:32][C:31]([N+:34]([O-:36])=[O:35])=[CH:30][CH:29]=3)/[C:19]2[CH:24]=[CH:23][CH:22]=[CH:21][CH:20]=2)=[CH:13][CH:12]=1)[CH3:10])=O)(C)(C)C.C(OCC)(=O)C.[ClH:44].